From a dataset of Peptide-MHC class I binding affinity with 185,985 pairs from IEDB/IMGT. Regression. Given a peptide amino acid sequence and an MHC pseudo amino acid sequence, predict their binding affinity value. This is MHC class I binding data. (1) The peptide sequence is SCYPRYPGVR. The MHC is HLA-A68:01 with pseudo-sequence HLA-A68:01. The binding affinity (normalized) is 0.0971. (2) The peptide sequence is ALHTALATV. The MHC is HLA-A02:01 with pseudo-sequence HLA-A02:01. The binding affinity (normalized) is 0.746. (3) The peptide sequence is TLARGFPFV. The MHC is HLA-A69:01 with pseudo-sequence HLA-A69:01. The binding affinity (normalized) is 1.00. (4) The peptide sequence is TLLVLGILLVVAGL. The MHC is H-2-Kb with pseudo-sequence H-2-Kb. The binding affinity (normalized) is 0.0487. (5) The peptide sequence is YLNGGRRGY. The MHC is HLA-A02:19 with pseudo-sequence HLA-A02:19. The binding affinity (normalized) is 0.0847. (6) The peptide sequence is KPQQGASGV. The MHC is HLA-B07:02 with pseudo-sequence HLA-B07:02. The binding affinity (normalized) is 0.773. (7) The peptide sequence is YPITADKRI. The MHC is HLA-B35:01 with pseudo-sequence HLA-B35:01. The binding affinity (normalized) is 0.484.